From a dataset of NCI-60 drug combinations with 297,098 pairs across 59 cell lines. Regression. Given two drug SMILES strings and cell line genomic features, predict the synergy score measuring deviation from expected non-interaction effect. (1) Drug 1: C1C(C(OC1N2C=C(C(=O)NC2=O)F)CO)O. Drug 2: CC1CCC2CC(C(=CC=CC=CC(CC(C(=O)C(C(C(=CC(C(=O)CC(OC(=O)C3CCCCN3C(=O)C(=O)C1(O2)O)C(C)CC4CCC(C(C4)OC)O)C)C)O)OC)C)C)C)OC. Cell line: SF-539. Synergy scores: CSS=16.6, Synergy_ZIP=-8.08, Synergy_Bliss=2.65, Synergy_Loewe=-15.1, Synergy_HSA=-0.0135. (2) Drug 1: C1=C(C(=O)NC(=O)N1)F. Drug 2: CCN(CC)CCCC(C)NC1=C2C=C(C=CC2=NC3=C1C=CC(=C3)Cl)OC. Cell line: UO-31. Synergy scores: CSS=32.1, Synergy_ZIP=1.67, Synergy_Bliss=2.43, Synergy_Loewe=1.83, Synergy_HSA=3.50. (3) Drug 1: C1=NC2=C(N=C(N=C2N1C3C(C(C(O3)CO)O)O)F)N. Drug 2: C1CNP(=O)(OC1)N(CCCl)CCCl. Cell line: KM12. Synergy scores: CSS=-0.224, Synergy_ZIP=-0.419, Synergy_Bliss=-2.19, Synergy_Loewe=-1.97, Synergy_HSA=-2.63. (4) Drug 1: CC12CCC3C(C1CCC2=O)CC(=C)C4=CC(=O)C=CC34C. Drug 2: CN(C)N=NC1=C(NC=N1)C(=O)N. Cell line: HOP-92. Synergy scores: CSS=49.5, Synergy_ZIP=3.28, Synergy_Bliss=-7.45, Synergy_Loewe=-10.7, Synergy_HSA=-7.16. (5) Drug 1: CC1C(C(CC(O1)OC2CC(CC3=C2C(=C4C(=C3O)C(=O)C5=C(C4=O)C(=CC=C5)OC)O)(C(=O)CO)O)N)O.Cl. Drug 2: B(C(CC(C)C)NC(=O)C(CC1=CC=CC=C1)NC(=O)C2=NC=CN=C2)(O)O. Cell line: BT-549. Synergy scores: CSS=39.4, Synergy_ZIP=3.21, Synergy_Bliss=4.03, Synergy_Loewe=-22.6, Synergy_HSA=-0.355.